From a dataset of TCR-epitope binding with 47,182 pairs between 192 epitopes and 23,139 TCRs. Binary Classification. Given a T-cell receptor sequence (or CDR3 region) and an epitope sequence, predict whether binding occurs between them. (1) The epitope is EPLPQGQLTAY. The TCR CDR3 sequence is CAEGQGADEQYF. Result: 0 (the TCR does not bind to the epitope). (2) The epitope is TLVPQEHYV. The TCR CDR3 sequence is CASSLESYYGYTF. Result: 1 (the TCR binds to the epitope).